Task: Binary Classification. Given a drug SMILES string, predict its activity (active/inactive) in a high-throughput screening assay against a specified biological target.. Dataset: HIV replication inhibition screening data with 41,000+ compounds from the AIDS Antiviral Screen (1) The molecule is Cc1ccc(-n2cnc(C(=N)C#N)c2N)cc1. The result is 0 (inactive). (2) The molecule is CC(=O)NC(C(=O)N1CCCC1C(=O)OCc1ccccc1)C(C)C. The result is 0 (inactive). (3) The molecule is O=C(NCCO)c1c(CNC2CCCCC2)[n+]([O-])c2ccccc2[n+]1[O-]. The result is 0 (inactive).